From a dataset of Reaction yield outcomes from USPTO patents with 853,638 reactions. Predict the reaction yield, written as a fraction of the theoretical maximum amount of product (1.0 means a 100% yield; for example, 0.34 means a 34% yield). (1) The reactants are O[C:2]1[CH:3]=[C:4]([NH:8][C:9]2[N:14]=[C:13]([NH:15][C:16]3[CH:21]=[CH:20][CH:19]=[C:18](O)[CH:17]=3)[C:12]([F:23])=[CH:11][N:10]=2)[CH:5]=[CH:6][CH:7]=1.[CH2:24]([N:31]1[CH2:36][CH2:35][N:34](C2C=CC(N)=CC=2)[CH2:33][CH2:32]1)[C:25]1[CH:30]=[CH:29][CH:28]=[CH:27][CH:26]=1.Cl[C:45]1[N:50]=[C:49](Cl)[C:48](F)=[CH:47]N=1. No catalyst specified. The product is [CH2:49]([N:50]1[CH2:45][CH2:9][N:8]([C:7]2[CH:6]=[CH:5][C:4]([NH:8][C:9]3[N:14]=[C:13]([NH:15][C:16]4[CH:21]=[CH:20][C:19]([N:34]5[CH2:33][CH2:32][N:31]([CH2:24][C:25]6[CH:26]=[CH:27][CH:28]=[CH:29][CH:30]=6)[CH2:36][CH2:35]5)=[CH:18][CH:17]=4)[C:12]([F:23])=[CH:11][N:10]=3)=[CH:3][CH:2]=2)[CH2:4][CH2:3]1)[C:48]1[CH:47]=[CH:2][CH:7]=[CH:6][CH:5]=1. The yield is 0.640. (2) The reactants are [CH:1]1([N:4]2[C:9](=[O:10])[C:8]3[C:11]([OH:18])=[C:12]([CH3:17])[C:13](=[O:16])[N:14]([CH3:15])[C:7]=3[N:6]([C:19]3[CH:24]=[CH:23][C:22]([I:25])=[CH:21][C:20]=3[F:26])[C:5]2=[O:27])[CH2:3][CH2:2]1.C(N(CC)CC)C.Cl.CN(C)C.[S:40](Cl)([C:43]1[CH:49]=[CH:48][C:46]([CH3:47])=[CH:45][CH:44]=1)(=[O:42])=[O:41]. The catalyst is C(#N)C.CO. The product is [CH:1]1([N:4]2[C:9](=[O:10])[C:8]3[C:11]([O:18][S:40]([C:43]4[CH:49]=[CH:48][C:46]([CH3:47])=[CH:45][CH:44]=4)(=[O:42])=[O:41])=[C:12]([CH3:17])[C:13](=[O:16])[N:14]([CH3:15])[C:7]=3[N:6]([C:19]3[CH:24]=[CH:23][C:22]([I:25])=[CH:21][C:20]=3[F:26])[C:5]2=[O:27])[CH2:3][CH2:2]1. The yield is 0.910. (3) The reactants are Br[C:2]1[CH:3]=[CH:4][C:5]([NH:8][CH2:9][C:10]2[CH:15]=[CH:14][C:13]([C:16]([F:19])([F:18])[F:17])=[CH:12][CH:11]=2)=[N:6][CH:7]=1.C([Li])(C)(C)C.CN(C)[CH:27]=[O:28]. The catalyst is O1CCCC1. The product is [F:17][C:16]([F:19])([F:18])[C:13]1[CH:14]=[CH:15][C:10]([CH2:9][NH:8][C:5]2[N:6]=[CH:7][C:2]([CH:27]=[O:28])=[CH:3][CH:4]=2)=[CH:11][CH:12]=1. The yield is 0.560. (4) The reactants are [CH3:1][C@H:2]1[NH:7][C@@H:6]([CH3:8])[CH2:5][N:4]([S:9]([CH2:12][C:13]2[CH:18]=[CH:17][C:16]([NH2:19])=[CH:15][CH:14]=2)(=[O:11])=[O:10])[CH2:3]1.C1C(=O)N([Br:27])C(=O)C1. The catalyst is C(Cl)Cl. The product is [Br:27][C:17]1[CH:18]=[C:13]([CH2:12][S:9]([N:4]2[CH2:5][C@H:6]([CH3:8])[NH:7][C@H:2]([CH3:1])[CH2:3]2)(=[O:11])=[O:10])[CH:14]=[CH:15][C:16]=1[NH2:19]. The yield is 0.980.